Dataset: Catalyst prediction with 721,799 reactions and 888 catalyst types from USPTO. Task: Predict which catalyst facilitates the given reaction. (1) Reactant: [F:1][C:2]1[CH:7]=[CH:6][C:5]([C:8]2[CH:12]=[C:11]([CH2:13][CH2:14][CH:15]=O)[O:10][N:9]=2)=[CH:4][CH:3]=1.[CH2:17]([N:24]1[CH2:29][CH2:28][NH:27][CH2:26][CH2:25]1)[C:18]1[CH:23]=[CH:22][CH:21]=[CH:20][CH:19]=1.[BH-](OC(C)=O)(OC(C)=O)OC(C)=O.[Na+]. Product: [F:1][C:2]1[CH:7]=[CH:6][C:5]([C:8]2[CH:12]=[C:11]([CH2:13][CH2:14][CH2:15][N:27]3[CH2:28][CH2:29][N:24]([CH2:17][C:18]4[CH:19]=[CH:20][CH:21]=[CH:22][CH:23]=4)[CH2:25][CH2:26]3)[O:10][N:9]=2)=[CH:4][CH:3]=1. The catalyst class is: 2. (2) Reactant: [F:1][C:2]1[CH:7]=[CH:6][C:5]([C:8](=[O:29])[CH2:9][CH2:10][CH2:11][N:12]2[CH2:17][CH2:16][CH2:15][CH:14]([CH2:18][O:19]S(C3C=CC=CC=3)(=O)=O)[CH2:13]2)=[CH:4][CH:3]=1.[C:30]([NH:33][C:34]1[CH:39]=[CH:38][CH:37]=[CH:36][C:35]=1O)(=[O:32])[CH3:31].C(=O)([O-])[O-].[K+].[K+]. Product: [F:1][C:2]1[CH:3]=[CH:4][C:5]([C:8](=[O:29])[CH2:9][CH2:10][CH2:11][N:12]2[CH2:17][CH2:16][CH2:15][CH:14]([CH2:18][O:19][C:35]3[CH:36]=[CH:37][CH:38]=[CH:39][C:34]=3[NH:33][C:30](=[O:32])[CH3:31])[CH2:13]2)=[CH:6][CH:7]=1. The catalyst class is: 3.